Regression. Given two drug SMILES strings and cell line genomic features, predict the synergy score measuring deviation from expected non-interaction effect. From a dataset of NCI-60 drug combinations with 297,098 pairs across 59 cell lines. Drug 1: CC1=C2C(C(=O)C3(C(CC4C(C3C(C(C2(C)C)(CC1OC(=O)C(C(C5=CC=CC=C5)NC(=O)C6=CC=CC=C6)O)O)OC(=O)C7=CC=CC=C7)(CO4)OC(=O)C)O)C)OC(=O)C. Drug 2: C1=CC=C(C=C1)NC(=O)CCCCCCC(=O)NO. Cell line: NCI-H522. Synergy scores: CSS=50.1, Synergy_ZIP=-6.73, Synergy_Bliss=-5.78, Synergy_Loewe=-25.7, Synergy_HSA=-3.78.